Dataset: Peptide-MHC class I binding affinity with 185,985 pairs from IEDB/IMGT. Task: Regression. Given a peptide amino acid sequence and an MHC pseudo amino acid sequence, predict their binding affinity value. This is MHC class I binding data. (1) The peptide sequence is GLRWHVRAF. The MHC is HLA-A01:01 with pseudo-sequence HLA-A01:01. The binding affinity (normalized) is 0.0847. (2) The MHC is H-2-Kb with pseudo-sequence H-2-Kb. The binding affinity (normalized) is 0.196. The peptide sequence is LKGPDIYKGV. (3) The binding affinity (normalized) is 0.659. The peptide sequence is IPIPSSWAF. The MHC is HLA-B07:02 with pseudo-sequence HLA-B07:02. (4) The peptide sequence is RRRWCGLGL. The MHC is HLA-B07:02 with pseudo-sequence HLA-B07:02. The binding affinity (normalized) is 0.0847. (5) The peptide sequence is IMFMLIFNV. The MHC is HLA-A02:06 with pseudo-sequence HLA-A02:06. The binding affinity (normalized) is 0.763. (6) The peptide sequence is QQQQGQTVTK. The MHC is HLA-A11:01 with pseudo-sequence HLA-A11:01. The binding affinity (normalized) is 0.427. (7) The binding affinity (normalized) is 0.693. The peptide sequence is NPHWKTPSF. The MHC is Patr-B1301 with pseudo-sequence Patr-B1301.